From a dataset of Full USPTO retrosynthesis dataset with 1.9M reactions from patents (1976-2016). Predict the reactants needed to synthesize the given product. (1) Given the product [CH2:1]([O:3][C:4]([C:6]1[CH:7]=[N:8][C:9]2[C:14]([C:15]=1[O:16][CH2:17][CH3:18])=[CH:13][C:12]([CH:64]=[O:65])=[CH:11][CH:10]=2)=[O:5])[CH3:2], predict the reactants needed to synthesize it. The reactants are: [CH2:1]([O:3][C:4]([C:6]1[CH:7]=[N:8][C:9]2[C:14]([C:15]=1[O:16][CH2:17][CH3:18])=[CH:13][C:12](I)=[CH:11][CH:10]=2)=[O:5])[CH3:2].C(N(CC)CC)C.C1(C(C2C=CC=CC=2)CCP)C=CC=CC=1.C([SiH](CCCCCC)CCCCCC)CCCCC.CN(C)[CH:64]=[O:65]. (2) The reactants are: [CH3:1][N:2]1[C:14]2[C:5](=[C:6]3[C:11](=[CH:12][CH:13]=2)[N:10]=[CH:9][CH:8]=[N:7]3)[N:4]=[C:3]1[CH2:15][OH:16]. Given the product [CH3:1][N:2]1[C:14]2[C:5](=[C:6]3[C:11](=[CH:12][CH:13]=2)[N:10]=[CH:9][CH:8]=[N:7]3)[N:4]=[C:3]1[CH:15]=[O:16], predict the reactants needed to synthesize it. (3) The reactants are: ClC1C(F)=CC(F)=C(C=1)C(NS(C)(=O)=O)=O.[Cl:17][C:18]1[C:19](F)=[CH:20][C:21]([F:33])=[C:22]([CH:32]=1)[C:23]([NH:25][S:26](=[O:31])(=[O:30])[N:27]([CH3:29])[CH3:28])=[O:24].C12(CO)CC3CC(CC(C3)C1)C2.[CH:47]12[CH2:56][CH:51]3[CH2:52][CH:53]([CH2:55][CH:49]([CH2:50]3)[CH:48]1[CH2:57][OH:58])[CH2:54]2. Given the product [CH:47]12[CH2:56][CH:51]3[CH2:52][CH:53]([CH2:55][CH:49]([CH2:50]3)[CH:48]1[CH2:57][O:58][C:19]1[C:18]([Cl:17])=[CH:32][C:22]([C:23]([NH:25][S:26](=[O:31])(=[O:30])[N:27]([CH3:29])[CH3:28])=[O:24])=[C:21]([F:33])[CH:20]=1)[CH2:54]2, predict the reactants needed to synthesize it. (4) Given the product [Cl:1][C:2]1[CH:7]=[CH:6][C:5]([C:8]2[CH:9]=[C:10]([C:20]([NH:24][CH2:25][C:26]3[C:27](=[O:34])[NH:28][C:29]([CH3:33])=[CH:30][C:31]=3[CH3:32])=[O:21])[C:11]3[CH:16]=[N:15][N:14]([CH:17]([CH3:19])[CH3:18])[C:12]=3[N:13]=2)=[CH:4][CH:3]=1, predict the reactants needed to synthesize it. The reactants are: [Cl:1][C:2]1[CH:7]=[CH:6][C:5]([C:8]2[CH:9]=[C:10]([C:20](O)=[O:21])[C:11]3[CH:16]=[N:15][N:14]([CH:17]([CH3:19])[CH3:18])[C:12]=3[N:13]=2)=[CH:4][CH:3]=1.Cl.[NH2:24][CH2:25][C:26]1[C:27](=[O:34])[NH:28][C:29]([CH3:33])=[CH:30][C:31]=1[CH3:32].CN1CCOCC1.ON1C2N=CC=CC=2N=N1.C(Cl)CCl.